This data is from Acute oral toxicity (LD50) regression data from Zhu et al.. The task is: Regression/Classification. Given a drug SMILES string, predict its toxicity properties. Task type varies by dataset: regression for continuous values (e.g., LD50, hERG inhibition percentage) or binary classification for toxic/non-toxic outcomes (e.g., AMES mutagenicity, cardiotoxicity, hepatotoxicity). Dataset: ld50_zhu. (1) The molecule is O=NN1CCc2ccccc21. The rat oral LD50 is 2.67, given as -log10 of the dose in mol/kg body weight (higher means more acutely toxic). (2) The molecule is O=C1CCc2cc(C(=O)CCCN3CC=C(c4ccc(Cl)cc4)CC3)ccc2N1. The rat oral LD50 is 2.91, given as -log10 of the dose in mol/kg body weight (higher means more acutely toxic). (3) The compound is Cc1c(Cl)c(=O)oc2cc(OP(=O)(OCCCl)OCCCl)ccc12. The rat oral LD50 is 2.66, given as -log10 of the dose in mol/kg body weight (higher means more acutely toxic). (4) The drug is CC(C)CON=CC1C(C(=O)OCc2cccc(Oc3ccccc3)c2)C1(C)C. The rat oral LD50 is 3.95, given as -log10 of the dose in mol/kg body weight (higher means more acutely toxic). (5) The compound is c1nnc(NCNc2nncs2)s1. The rat oral LD50 is 2.92, given as -log10 of the dose in mol/kg body weight (higher means more acutely toxic).